This data is from Catalyst prediction with 721,799 reactions and 888 catalyst types from USPTO. The task is: Predict which catalyst facilitates the given reaction. Reactant: [Cl-].[Al+3].[Cl-].[Cl-].[Cl:5][C:6]1[CH:22]=[CH:21][C:9]([NH:10][C:11]2[C:20]3[C:15](=[CH:16][CH:17]=[CH:18][CH:19]=3)[CH:14]=[N:13][N:12]=2)=[CH:8][CH:7]=1.C[Si]([C:27]#[N:28])(C)C.[C:29](Cl)(=[O:36])[C:30]1[CH:35]=[CH:34][CH:33]=[CH:32][CH:31]=1. Product: [C:29]([N:13]1[N:12]=[C:11]([NH:10][C:9]2[CH:8]=[CH:7][C:6]([Cl:5])=[CH:22][CH:21]=2)[C:20]2[C:15](=[CH:16][CH:17]=[CH:18][CH:19]=2)[CH:14]1[C:27]#[N:28])(=[O:36])[C:30]1[CH:35]=[CH:34][CH:33]=[CH:32][CH:31]=1. The catalyst class is: 46.